This data is from Forward reaction prediction with 1.9M reactions from USPTO patents (1976-2016). The task is: Predict the product of the given reaction. (1) Given the reactants [Br:1][C:2]1[CH:11]=[CH:10][C:9](I)=[C:8]2[C:3]=1[CH:4]=[CH:5][CH:6]=[N:7]2.[CH3:13][N:14](C=O)C, predict the reaction product. The product is: [Br:1][C:2]1[CH:11]=[CH:10][C:9]([C:13]#[N:14])=[C:8]2[C:3]=1[CH:4]=[CH:5][CH:6]=[N:7]2. (2) Given the reactants [F:1][C:2]1[CH:29]=[C:28]([F:30])[CH:27]=[CH:26][C:3]=1[CH2:4][O:5][C:6]1[CH:23]=[CH:22][C:21]([CH:24]=[O:25])=[CH:20][C:7]=1[C:8]([O:10]CC1C=CC(F)=CC=1F)=[O:9].C(OC1C=CC(C=O)=CC=1C(O)=O)C1C=CC=CC=1, predict the reaction product. The product is: [F:1][C:2]1[CH:29]=[C:28]([F:30])[CH:27]=[CH:26][C:3]=1[CH2:4][O:5][C:6]1[CH:23]=[CH:22][C:21]([CH:24]=[O:25])=[CH:20][C:7]=1[C:8]([OH:10])=[O:9]. (3) Given the reactants [CH2:1]([O:3][C:4]([C:6]1[CH:7]=[N:8][N:9]2[C:14]([NH:15][C:16]3[CH:21]=[CH:20][C:19]([F:22])=[CH:18][C:17]=3[CH3:23])=[C:13]([C:24]([OH:26])=O)[CH:12]=[N:11][C:10]=12)=[O:5])[CH3:2].Cl.[F:28][C:29]1[CH:34]=[CH:33][C:32]2[C:35]3([CH2:41][O:42][C:31]=2[CH:30]=1)[CH2:40][CH2:39][NH:38][CH2:37][CH2:36]3, predict the reaction product. The product is: [CH2:1]([O:3][C:4]([C:6]1[CH:7]=[N:8][N:9]2[C:14]([NH:15][C:16]3[CH:21]=[CH:20][C:19]([F:22])=[CH:18][C:17]=3[CH3:23])=[C:13]([C:24]([N:38]3[CH2:39][CH2:40][C:35]4([C:32]5[CH:33]=[CH:34][C:29]([F:28])=[CH:30][C:31]=5[O:42][CH2:41]4)[CH2:36][CH2:37]3)=[O:26])[CH:12]=[N:11][C:10]=12)=[O:5])[CH3:2]. (4) The product is: [C:3]([O:7][C:8](=[O:25])[NH:9][C@H:10]1[CH2:15][CH2:14][C@H:13]([NH:16][C:17]([NH2:19])=[S:18])[CH2:12][CH2:11]1)([CH3:6])([CH3:4])[CH3:5]. Given the reactants [OH-].[Na+].[C:3]([O:7][C:8](=[O:25])[NH:9][C@H:10]1[CH2:15][CH2:14][C@H:13]([NH:16][C:17]([NH:19]C(OCC)=O)=[S:18])[CH2:12][CH2:11]1)([CH3:6])([CH3:5])[CH3:4], predict the reaction product. (5) Given the reactants [CH3:1][C:2]1[C:3]([CH3:21])=[CH:4][C:5]2[N:14]([CH2:15][CH:16]=[O:17])[C:13]3[C:8]([C:9](=[O:19])[NH:10][C:11](=[O:18])[N:12]=3)=[N:7][C:6]=2[CH:20]=1.CC1CCCCC=1.Cl([O-])=[O:30].[Na+].P([O-])(O)(O)=O.[Na+], predict the reaction product. The product is: [CH3:1][C:2]1[C:3]([CH3:21])=[CH:4][C:5]2[N:14]([CH2:15][C:16]([OH:30])=[O:17])[C:13]3[C:8]([C:9](=[O:19])[NH:10][C:11](=[O:18])[N:12]=3)=[N:7][C:6]=2[CH:20]=1.